From a dataset of NCI-60 drug combinations with 297,098 pairs across 59 cell lines. Regression. Given two drug SMILES strings and cell line genomic features, predict the synergy score measuring deviation from expected non-interaction effect. (1) Drug 1: CN1C2=C(C=C(C=C2)N(CCCl)CCCl)N=C1CCCC(=O)O.Cl. Drug 2: COCCOC1=C(C=C2C(=C1)C(=NC=N2)NC3=CC=CC(=C3)C#C)OCCOC.Cl. Cell line: NCIH23. Synergy scores: CSS=-0.813, Synergy_ZIP=2.37, Synergy_Bliss=3.54, Synergy_Loewe=-1.00, Synergy_HSA=-1.38. (2) Drug 1: CC1OCC2C(O1)C(C(C(O2)OC3C4COC(=O)C4C(C5=CC6=C(C=C35)OCO6)C7=CC(=C(C(=C7)OC)O)OC)O)O. Drug 2: CS(=O)(=O)OCCCCOS(=O)(=O)C. Cell line: MDA-MB-435. Synergy scores: CSS=-0.492, Synergy_ZIP=3.60, Synergy_Bliss=3.01, Synergy_Loewe=-19.9, Synergy_HSA=-7.08. (3) Drug 1: CCC1=CC2CC(C3=C(CN(C2)C1)C4=CC=CC=C4N3)(C5=C(C=C6C(=C5)C78CCN9C7C(C=CC9)(C(C(C8N6C)(C(=O)OC)O)OC(=O)C)CC)OC)C(=O)OC.C(C(C(=O)O)O)(C(=O)O)O. Drug 2: CC1C(C(CC(O1)OC2CC(CC3=C2C(=C4C(=C3O)C(=O)C5=C(C4=O)C(=CC=C5)OC)O)(C(=O)CO)O)N)O.Cl. Cell line: SNB-75. Synergy scores: CSS=49.4, Synergy_ZIP=1.36, Synergy_Bliss=4.84, Synergy_Loewe=0.788, Synergy_HSA=5.49. (4) Cell line: M14. Drug 2: C(CCl)NC(=O)N(CCCl)N=O. Synergy scores: CSS=4.46, Synergy_ZIP=-4.65, Synergy_Bliss=-3.12, Synergy_Loewe=-4.60, Synergy_HSA=-1.57. Drug 1: CCC1(CC2CC(C3=C(CCN(C2)C1)C4=CC=CC=C4N3)(C5=C(C=C6C(=C5)C78CCN9C7C(C=CC9)(C(C(C8N6C=O)(C(=O)OC)O)OC(=O)C)CC)OC)C(=O)OC)O.OS(=O)(=O)O. (5) Drug 1: COC1=CC(=CC(=C1O)OC)C2C3C(COC3=O)C(C4=CC5=C(C=C24)OCO5)OC6C(C(C7C(O6)COC(O7)C8=CC=CS8)O)O. Drug 2: CS(=O)(=O)CCNCC1=CC=C(O1)C2=CC3=C(C=C2)N=CN=C3NC4=CC(=C(C=C4)OCC5=CC(=CC=C5)F)Cl. Cell line: HT29. Synergy scores: CSS=44.6, Synergy_ZIP=6.72, Synergy_Bliss=11.0, Synergy_Loewe=-20.5, Synergy_HSA=6.67. (6) Drug 1: CC1C(C(CC(O1)OC2CC(OC(C2O)C)OC3=CC4=CC5=C(C(=O)C(C(C5)C(C(=O)C(C(C)O)O)OC)OC6CC(C(C(O6)C)O)OC7CC(C(C(O7)C)O)OC8CC(C(C(O8)C)O)(C)O)C(=C4C(=C3C)O)O)O)O. Drug 2: C1CNP(=O)(OC1)N(CCCl)CCCl. Cell line: A549. Synergy scores: CSS=44.2, Synergy_ZIP=0.959, Synergy_Bliss=0.660, Synergy_Loewe=-60.8, Synergy_HSA=-0.297. (7) Drug 1: CS(=O)(=O)C1=CC(=C(C=C1)C(=O)NC2=CC(=C(C=C2)Cl)C3=CC=CC=N3)Cl. Drug 2: C1=CC(=C2C(=C1NCCNCCO)C(=O)C3=C(C=CC(=C3C2=O)O)O)NCCNCCO. Cell line: NCI-H522. Synergy scores: CSS=64.2, Synergy_ZIP=13.1, Synergy_Bliss=13.7, Synergy_Loewe=-20.9, Synergy_HSA=14.8.